Dataset: Full USPTO retrosynthesis dataset with 1.9M reactions from patents (1976-2016). Task: Predict the reactants needed to synthesize the given product. (1) Given the product [OH:1][C:2]1[CH:8]=[C:7]([N+:9]([O-:11])=[O:10])[CH:6]=[CH:5][C:3]=1[NH:4][C:21]([NH:20][C:17]1[CH:16]=[CH:15][C:14]([C:13]([F:12])([F:23])[F:24])=[CH:19][CH:18]=1)=[O:22], predict the reactants needed to synthesize it. The reactants are: [OH:1][C:2]1[CH:8]=[C:7]([N+:9]([O-:11])=[O:10])[CH:6]=[CH:5][C:3]=1[NH2:4].[F:12][C:13]([F:24])([F:23])[C:14]1[CH:19]=[CH:18][C:17]([N:20]=[C:21]=[O:22])=[CH:16][CH:15]=1. (2) Given the product [Cl:21][C:22]1[C:23]([O:34][CH3:35])=[CH:24][C:25]([O:32][CH3:33])=[C:26]([Cl:31])[C:27]=1[NH:28][C:29](=[O:30])[N:2]([CH3:1])[C:3]1[CH:8]=[C:7]([NH:9][C:10]2[CH:15]=[CH:14][CH:13]=[CH:12][C:11]=2[N+:16]([O-:18])=[O:17])[N:6]=[CH:5][N:4]=1, predict the reactants needed to synthesize it. The reactants are: [CH3:1][NH:2][C:3]1[CH:8]=[C:7]([NH:9][C:10]2[CH:15]=[CH:14][CH:13]=[CH:12][C:11]=2[N+:16]([O-:18])=[O:17])[N:6]=[CH:5][N:4]=1.[H-].[Na+].[Cl:21][C:22]1[C:27]([N:28]=[C:29]=[O:30])=[C:26]([Cl:31])[C:25]([O:32][CH3:33])=[CH:24][C:23]=1[O:34][CH3:35].O. (3) Given the product [C:1]([C:5]1[CH:6]=[CH:7][C:8]([C:11]#[C:12][C:13]2[CH:18]=[CH:17][N:16]=[CH:15][C:14]=2[NH2:19])=[CH:9][CH:10]=1)([CH3:4])([CH3:2])[CH3:3], predict the reactants needed to synthesize it. The reactants are: [C:1]([C:5]1[CH:10]=[CH:9][C:8]([C:11]#[C:12][C:13]2[CH:18]=[CH:17][N:16]=[CH:15][C:14]=2[N+:19]([O-])=O)=[CH:7][CH:6]=1)([CH3:4])([CH3:3])[CH3:2].C(OCC)(=O)C.C(O)(=O)C. (4) Given the product [CH3:6][O:7][CH:8]([O:23][CH3:24])[C:9]1[C:10]([O:19][CH2:20][O:21][CH3:22])=[C:11]([C:15]([F:17])([F:18])[F:16])[CH:12]=[CH:13][C:14]=1[CH3:1], predict the reactants needed to synthesize it. The reactants are: [CH2:1]([Li])CCC.[CH3:6][O:7][CH:8]([O:23][CH3:24])[C:9]1[CH:14]=[CH:13][CH:12]=[C:11]([C:15]([F:18])([F:17])[F:16])[C:10]=1[O:19][CH2:20][O:21][CH3:22].CN(C)CCN(C)C.CI.[Cl-].[NH4+]. (5) Given the product [CH3:37][CH:36]([C:38]([O:40][CH2:41][C@H:42]1[O:46][C@:45]([O:52][C@H:53]2[O:58][C@H:57]([CH2:59][O:60][C:61]([CH3:63])=[O:62])[C@@H:56]([O:64][C:65]([CH:67]([CH3:68])[CH3:69])=[O:66])[C@H:55]([O:70][C:71]([CH:73]([CH3:74])[CH3:75])=[O:72])[C@H:54]2[O:76][C:77]([CH:79]([CH3:80])[CH3:81])=[O:78])([CH2:47][O:48][C:49]([CH3:51])=[O:50])[C@@H:44]([O:82][C:83]([CH:85]([CH3:87])[CH3:86])=[O:84])[C@@H:43]1[O:88][C:89]([CH:91]([CH3:93])[CH3:92])=[O:90])=[O:39])[CH3:35].[C:1]([O:18][CH2:19][CH2:20][CH2:21][CH2:22][CH2:23][CH2:24][CH2:25][CH2:26][CH2:27][CH2:28][CH2:29][CH2:30][CH2:31][CH2:32][CH2:33][CH3:34])(=[O:17])[CH2:2][CH2:3][CH2:4][CH2:5][CH2:6][CH2:7][CH2:8][CH2:9][CH2:10][CH2:11][CH2:12][CH2:13][CH2:14][CH2:15][CH3:16], predict the reactants needed to synthesize it. The reactants are: [C:1]([O:18][CH2:19][CH2:20][CH2:21][CH2:22][CH2:23][CH2:24][CH2:25][CH2:26][CH2:27][CH2:28][CH2:29][CH2:30][CH2:31][CH2:32][CH2:33][CH3:34])(=[O:17])[CH2:2][CH2:3][CH2:4][CH2:5][CH2:6][CH2:7][CH2:8][CH2:9][CH2:10][CH2:11][CH2:12][CH2:13][CH2:14][CH2:15][CH3:16].[CH3:35][CH:36]([C:38]([O:40][CH2:41][C@H:42]1[O:46][C@:45]([O:52][C@H:53]2[O:58][C@H:57]([CH2:59][O:60][C:61]([CH3:63])=[O:62])[C@@H:56]([O:64][C:65]([CH:67]([CH3:69])[CH3:68])=[O:66])[C@H:55]([O:70][C:71]([CH:73]([CH3:75])[CH3:74])=[O:72])[C@H:54]2[O:76][C:77]([CH:79]([CH3:81])[CH3:80])=[O:78])([CH2:47][O:48][C:49]([CH3:51])=[O:50])[C@@H:44]([O:82][C:83]([CH:85]([CH3:87])[CH3:86])=[O:84])[C@@H:43]1[O:88][C:89]([CH:91]([CH3:93])[CH3:92])=[O:90])=[O:39])[CH3:37].